This data is from NCI-60 drug combinations with 297,098 pairs across 59 cell lines. The task is: Regression. Given two drug SMILES strings and cell line genomic features, predict the synergy score measuring deviation from expected non-interaction effect. (1) Drug 1: CC1=C(N=C(N=C1N)C(CC(=O)N)NCC(C(=O)N)N)C(=O)NC(C(C2=CN=CN2)OC3C(C(C(C(O3)CO)O)O)OC4C(C(C(C(O4)CO)O)OC(=O)N)O)C(=O)NC(C)C(C(C)C(=O)NC(C(C)O)C(=O)NCCC5=NC(=CS5)C6=NC(=CS6)C(=O)NCCC[S+](C)C)O. Drug 2: CN(CCCl)CCCl.Cl. Cell line: SK-MEL-28. Synergy scores: CSS=13.7, Synergy_ZIP=-2.96, Synergy_Bliss=-0.167, Synergy_Loewe=3.26, Synergy_HSA=1.39. (2) Drug 1: CN(C)C1=NC(=NC(=N1)N(C)C)N(C)C. Drug 2: CN(CC1=CN=C2C(=N1)C(=NC(=N2)N)N)C3=CC=C(C=C3)C(=O)NC(CCC(=O)O)C(=O)O. Cell line: MCF7. Synergy scores: CSS=25.1, Synergy_ZIP=1.52, Synergy_Bliss=1.16, Synergy_Loewe=-5.97, Synergy_HSA=-0.143. (3) Drug 1: C1=CC(=CC=C1CCC2=CNC3=C2C(=O)NC(=N3)N)C(=O)NC(CCC(=O)O)C(=O)O. Drug 2: C1C(C(OC1N2C=NC3=C(N=C(N=C32)Cl)N)CO)O. Cell line: NCIH23. Synergy scores: CSS=3.54, Synergy_ZIP=-1.20, Synergy_Bliss=-2.18, Synergy_Loewe=-2.08, Synergy_HSA=-1.98. (4) Drug 1: CCCCC(=O)OCC(=O)C1(CC(C2=C(C1)C(=C3C(=C2O)C(=O)C4=C(C3=O)C=CC=C4OC)O)OC5CC(C(C(O5)C)O)NC(=O)C(F)(F)F)O. Drug 2: CC1CCC2CC(C(=CC=CC=CC(CC(C(=O)C(C(C(=CC(C(=O)CC(OC(=O)C3CCCCN3C(=O)C(=O)C1(O2)O)C(C)CC4CCC(C(C4)OC)O)C)C)O)OC)C)C)C)OC. Cell line: CAKI-1. Synergy scores: CSS=58.5, Synergy_ZIP=6.71, Synergy_Bliss=4.15, Synergy_Loewe=5.16, Synergy_HSA=8.33. (5) Drug 1: C1CCN(CC1)CCOC2=CC=C(C=C2)C(=O)C3=C(SC4=C3C=CC(=C4)O)C5=CC=C(C=C5)O. Drug 2: C1=CC(=C2C(=C1NCCNCCO)C(=O)C3=C(C=CC(=C3C2=O)O)O)NCCNCCO. Cell line: BT-549. Synergy scores: CSS=46.7, Synergy_ZIP=5.33, Synergy_Bliss=5.67, Synergy_Loewe=-17.8, Synergy_HSA=4.94. (6) Drug 1: C1CC(=O)NC(=O)C1N2C(=O)C3=CC=CC=C3C2=O. Drug 2: COCCOC1=C(C=C2C(=C1)C(=NC=N2)NC3=CC=CC(=C3)C#C)OCCOC.Cl. Cell line: DU-145. Synergy scores: CSS=7.97, Synergy_ZIP=-0.319, Synergy_Bliss=3.59, Synergy_Loewe=-0.0245, Synergy_HSA=2.62. (7) Drug 1: COC1=C(C=C2C(=C1)N=CN=C2NC3=CC(=C(C=C3)F)Cl)OCCCN4CCOCC4. Drug 2: CN(CCCl)CCCl.Cl. Cell line: SW-620. Synergy scores: CSS=27.9, Synergy_ZIP=-7.19, Synergy_Bliss=-2.14, Synergy_Loewe=-2.58, Synergy_HSA=-2.50. (8) Synergy scores: CSS=17.6, Synergy_ZIP=-7.18, Synergy_Bliss=-1.72, Synergy_Loewe=-16.8, Synergy_HSA=-1.40. Drug 1: CC1C(C(CC(O1)OC2CC(CC3=C2C(=C4C(=C3O)C(=O)C5=C(C4=O)C(=CC=C5)OC)O)(C(=O)C)O)N)O.Cl. Drug 2: CS(=O)(=O)OCCCCOS(=O)(=O)C. Cell line: HOP-92. (9) Drug 1: CC12CCC3C(C1CCC2=O)CC(=C)C4=CC(=O)C=CC34C. Drug 2: CCCS(=O)(=O)NC1=C(C(=C(C=C1)F)C(=O)C2=CNC3=C2C=C(C=N3)C4=CC=C(C=C4)Cl)F. Cell line: SF-539. Synergy scores: CSS=25.5, Synergy_ZIP=-0.412, Synergy_Bliss=-2.28, Synergy_Loewe=-2.85, Synergy_HSA=-1.68. (10) Drug 1: C1CCC(CC1)NC(=O)N(CCCl)N=O. Drug 2: CN(CC1=CN=C2C(=N1)C(=NC(=N2)N)N)C3=CC=C(C=C3)C(=O)NC(CCC(=O)O)C(=O)O. Cell line: HOP-92. Synergy scores: CSS=6.78, Synergy_ZIP=-3.71, Synergy_Bliss=-1.38, Synergy_Loewe=-2.63, Synergy_HSA=-0.402.